From a dataset of Full USPTO retrosynthesis dataset with 1.9M reactions from patents (1976-2016). Predict the reactants needed to synthesize the given product. (1) The reactants are: Br[C:2]1[CH:7]=[CH:6][C:5]([CH2:8][CH2:9][N:10]([CH3:12])[CH3:11])=[CH:4][CH:3]=1.[CH3:13][C:14]1([CH3:30])[C:18]([CH3:20])([CH3:19])[O:17][B:16]([B:16]2[O:17][C:18]([CH3:20])([CH3:19])[C:14]([CH3:30])([CH3:13])[O:15]2)[O:15]1.CC([O-])=O.[K+]. Given the product [CH3:11][N:10]([CH3:12])[CH2:9][CH2:8][C:5]1[CH:6]=[CH:7][C:2]([B:16]2[O:17][C:18]([CH3:20])([CH3:19])[C:14]([CH3:30])([CH3:13])[O:15]2)=[CH:3][CH:4]=1, predict the reactants needed to synthesize it. (2) Given the product [C:40]([OH:41])([C:18]([F:21])([F:20])[F:19])=[O:43].[NH2:23][C:24]1[C:29]([C:30]([N:32]2[CH2:33][CH2:34][N:35]([CH3:38])[CH2:36][CH2:37]2)=[O:31])=[CH:28][C:27]([C:9]2[CH:17]=[C:16]([C:18]([F:19])([F:20])[F:21])[CH:15]=[C:14]3[C:10]=2[CH:11]=[N:12][NH:13]3)=[CH:26][N:25]=1, predict the reactants needed to synthesize it. The reactants are: CC1(C)C(C)(C)OB([C:9]2[CH:17]=[C:16]([C:18]([F:21])([F:20])[F:19])[CH:15]=[C:14]3[C:10]=2[CH:11]=[N:12][NH:13]3)O1.[NH2:23][C:24]1[C:29]([C:30]([N:32]2[CH2:37][CH2:36][N:35]([CH3:38])[CH2:34][CH2:33]2)=[O:31])=[CH:28][C:27](Br)=[CH:26][N:25]=1.[C:40](=[O:43])([O-])[O-:41].[Na+].[Na+].